From a dataset of Forward reaction prediction with 1.9M reactions from USPTO patents (1976-2016). Predict the product of the given reaction. Given the reactants Br[C:2]1[N:7]=[N:6][C:5]([NH2:8])=[N:4][C:3]=1[C:9]1[CH:14]=[CH:13][CH:12]=[CH:11][CH:10]=1.[CH3:15][O:16][C:17]1[CH:18]=[C:19](B(O)O)[CH:20]=[CH:21][CH:22]=1, predict the reaction product. The product is: [CH3:15][O:16][C:17]1[CH:22]=[C:21]([C:2]2[N:7]=[N:6][C:5]([NH2:8])=[N:4][C:3]=2[C:9]2[CH:14]=[CH:13][CH:12]=[CH:11][CH:10]=2)[CH:20]=[CH:19][CH:18]=1.